This data is from Full USPTO retrosynthesis dataset with 1.9M reactions from patents (1976-2016). The task is: Predict the reactants needed to synthesize the given product. (1) Given the product [CH3:25][O:24][C:22](=[O:23])[CH2:21][O:16][C@H:13]1[CH2:14][CH2:15][C@H:10]([C:7]2[CH:6]=[CH:5][C:4]([N+:1]([O-:3])=[O:2])=[CH:9][CH:8]=2)[CH2:11][CH2:12]1, predict the reactants needed to synthesize it. The reactants are: [N+:1]([C:4]1[CH:9]=[CH:8][C:7]([C@H:10]2[CH2:15][CH2:14][C@H:13]([OH:16])[CH2:12][CH2:11]2)=[CH:6][CH:5]=1)([O-:3])=[O:2].[H-].[Na+].[Na+].I[CH2:21][C:22]([O-:24])=[O:23].[CH2:25]1COCC1. (2) Given the product [Cl:1][C:2]1[C:3]([N+:14]([O-:16])=[O:15])=[C:4]([C:8]([N+:11]([O-:13])=[O:12])=[CH:9][CH:10]=1)[C:5]([O:7][CH3:17])=[O:6], predict the reactants needed to synthesize it. The reactants are: [Cl:1][C:2]1[C:3]([N+:14]([O-:16])=[O:15])=[C:4]([C:8]([N+:11]([O-:13])=[O:12])=[CH:9][CH:10]=1)[C:5]([OH:7])=[O:6].[CH3:17]O.OS(O)(=O)=O.